From a dataset of Catalyst prediction with 721,799 reactions and 888 catalyst types from USPTO. Predict which catalyst facilitates the given reaction. (1) Reactant: [CH:1]1([N:6]([CH3:40])[C:7]2[CH:8]=[C:9]([C:27]3[CH2:32][CH2:31][N:30](C(OC(C)(C)C)=O)[CH2:29][CH:28]=3)[CH:10]=[C:11]([C:14](=[O:26])[NH:15][CH2:16][C:17]3[C:18](=[O:25])[NH:19][C:20]([CH3:24])=[CH:21][C:22]=3[CH3:23])[C:12]=2[CH3:13])[CH2:5][CH2:4][CH2:3][CH2:2]1.C(O)(C(F)(F)F)=O. Product: [CH:1]1([N:6]([CH3:40])[C:7]2[C:12]([CH3:13])=[C:11]([CH:10]=[C:9]([C:27]3[CH2:32][CH2:31][NH:30][CH2:29][CH:28]=3)[CH:8]=2)[C:14]([NH:15][CH2:16][C:17]2[C:18](=[O:25])[NH:19][C:20]([CH3:24])=[CH:21][C:22]=2[CH3:23])=[O:26])[CH2:2][CH2:3][CH2:4][CH2:5]1. The catalyst class is: 2. (2) Reactant: [C:1]([N:8]1[CH2:16][CH2:15][CH:11]([C:12](O)=O)[CH2:10][CH2:9]1)([O:3]C(C)(C)C)=O.N1CC[CH:20]([C:21](O)=[O:22])CC1.[CH3:26]N1CCOCC1.ClC(OCC(C)C)=O.[NH2:41][C:42]1[N:43]=[CH:44][C:45](/[C:57](=[N:59]/[NH2:60])/[NH2:58])=[N:46][C:47]=1[C:48]1[O:49][C:50]([C:53]([CH3:56])([CH3:55])[CH3:54])=[N:51][N:52]=1. Product: [NH2:41][C:42]1[N:43]=[CH:44][C:45]([C:57]2[N:59]([CH3:26])[N:60]=[C:12]([CH:11]3[CH2:10][CH2:9][N:8]([C:1](=[O:3])[CH2:20][CH2:21][OH:22])[CH2:16][CH2:15]3)[N:58]=2)=[N:46][C:47]=1[C:48]1[O:49][C:50]([C:53]([CH3:54])([CH3:55])[CH3:56])=[N:51][N:52]=1. The catalyst class is: 287. (3) Reactant: [C:1]([C:4](=[CH:10]N(C)C)[C:5]([O:7][CH2:8][CH3:9])=[O:6])(=O)[CH3:2].C(N(CC)CC)C.Cl.[Cl:22][C:23]1[CH:28]=[CH:27][C:26]([NH:29][NH2:30])=[CH:25][CH:24]=1. Product: [CH2:8]([O:7][C:5]([C:4]1[CH:10]=[N:30][N:29]([C:26]2[CH:27]=[CH:28][C:23]([Cl:22])=[CH:24][CH:25]=2)[C:1]=1[CH3:2])=[O:6])[CH3:9]. The catalyst class is: 10. (4) Reactant: [CH3:1][NH2:2].C(O)(=O)C.[Br:7][C:8]1[CH:38]=[CH:37][C:11]([CH2:12][CH:13]([NH:26][C:27](=[O:36])[O:28][CH2:29][C:30]2[CH:35]=[CH:34][CH:33]=[CH:32][CH:31]=2)[C:14]([NH:16][CH2:17][C:18](=O)[CH2:19][C:20]([CH3:24])([CH3:23])[CH2:21][CH3:22])=O)=[CH:10][CH:9]=1. Product: [Br:7][C:8]1[CH:38]=[CH:37][C:11]([CH2:12][CH:13]([NH:26][C:27](=[O:36])[O:28][CH2:29][C:30]2[CH:35]=[CH:34][CH:33]=[CH:32][CH:31]=2)[C:14]2[N:2]([CH3:1])[C:18]([CH2:19][C:20]([CH3:24])([CH3:23])[CH2:21][CH3:22])=[CH:17][N:16]=2)=[CH:10][CH:9]=1. The catalyst class is: 113. (5) Reactant: [CH3:1][N:2]1[C:7]2=[CH:8][S:9][C:10](C)=[C:6]2[C:5](=[O:12])[N:4]([CH3:13])[C:3]1=[O:14].[Br:15][C:16]1[CH:21]=[CH:20][C:19]([N:22]2[CH:26]=[CH:25][C:24]([NH2:27])=[N:23]2)=[CH:18][CH:17]=1.CCN=C=NC[CH2:34][CH2:35]N(C)C.Cl.C1C=CC2N([OH:49])N=NC=2C=1. Product: [Br:15][C:16]1[CH:17]=[CH:18][C:19]([N:22]2[CH:26]=[CH:25][C:24]([NH:27][C:34](=[O:49])[CH2:35][C:7]3[C:6]4[C:5](=[O:12])[N:4]([CH3:13])[C:3](=[O:14])[N:2]([CH3:1])[C:10]=4[S:9][CH:8]=3)=[N:23]2)=[CH:20][CH:21]=1. The catalyst class is: 864. (6) Reactant: [CH3:1][C:2]([OH:6])([C:4]#[CH:5])[CH3:3].[Li]CCCC.[Cl:12][C:13]1[CH:14]=[C:15]([CH:18]=[CH:19][C:20]=1[O:21][CH3:22])[CH:16]=[O:17]. Product: [Cl:12][C:13]1[CH:14]=[C:15]([CH:16]([OH:17])[C:5]#[C:4][C:2]([CH3:3])([OH:6])[CH3:1])[CH:18]=[CH:19][C:20]=1[O:21][CH3:22]. The catalyst class is: 1. (7) Reactant: Br[C:2]1[C:7](=[O:8])[N:6]([CH2:9][C:10]2[CH:15]=[CH:14][C:13]([C:16]3[C:17]([C:22]#[N:23])=[CH:18][CH:19]=[CH:20][CH:21]=3)=[CH:12][C:11]=2[F:24])[C:5]([CH2:25][CH2:26][CH2:27][CH3:28])=[N:4][C:3]=1[CH3:29].[F:30][C:31]1[CH:36]=[CH:35][C:34](B(O)O)=[CH:33][CH:32]=1.C(=O)([O-])[O-].[Cs+].[Cs+]. Product: [CH2:25]([C:5]1[N:6]([CH2:9][C:10]2[CH:15]=[CH:14][C:13]([C:16]3[C:17]([C:22]#[N:23])=[CH:18][CH:19]=[CH:20][CH:21]=3)=[CH:12][C:11]=2[F:24])[C:7](=[O:8])[C:2]([C:34]2[CH:35]=[CH:36][C:31]([F:30])=[CH:32][CH:33]=2)=[C:3]([CH3:29])[N:4]=1)[CH2:26][CH2:27][CH3:28]. The catalyst class is: 439. (8) Reactant: [CH3:1][C:2]1[S:3][C:4]([C:10]2[CH:15]=[CH:14][CH:13]=[CH:12][CH:11]=2)=[C:5]([C:7]([OH:9])=O)[N:6]=1.CCN(C(C)C)C(C)C.CN(C(ON1N=NC2C=CC=CC1=2)=[N+](C)C)C.[B-](F)(F)(F)F.[F:47][C:48]1[CH:49]=[C:50]([F:64])[C:51]2[N:52]([CH:54]=[C:55]([CH2:57][C@@H:58]3[CH2:63][CH2:62][CH2:61][CH2:60][NH:59]3)[N:56]=2)[CH:53]=1. Product: [F:47][C:48]1[CH:49]=[C:50]([F:64])[C:51]2[N:52]([CH:54]=[C:55]([CH2:57][C@@H:58]3[CH2:63][CH2:62][CH2:61][CH2:60][N:59]3[C:7]([C:5]3[N:6]=[C:2]([CH3:1])[S:3][C:4]=3[C:10]3[CH:15]=[CH:14][CH:13]=[CH:12][CH:11]=3)=[O:9])[N:56]=2)[CH:53]=1. The catalyst class is: 163. (9) Reactant: Br[C:2]1[C:6]2[CH2:7][N:8]([C:11]([NH:13][C:14]3[CH:19]=[CH:18][CH:17]=[C:16]([Cl:20])[CH:15]=3)=[O:12])[CH2:9][CH2:10][C:5]=2[NH:4][N:3]=1.[S:21]1[CH:25]=[CH:24][C:23](B(O)O)=[CH:22]1.C([O-])([O-])=O.[Na+].[Na+]. Product: [Cl:20][C:16]1[CH:15]=[C:14]([NH:13][C:11]([N:8]2[CH2:9][CH2:10][C:5]3[NH:4][N:3]=[C:2]([C:23]4[CH:24]=[CH:25][S:21][CH:22]=4)[C:6]=3[CH2:7]2)=[O:12])[CH:19]=[CH:18][CH:17]=1. The catalyst class is: 117.